This data is from Forward reaction prediction with 1.9M reactions from USPTO patents (1976-2016). The task is: Predict the product of the given reaction. (1) The product is: [Cl:1][C:2]1[CH:10]=[CH:9][C:5]([C:6]([NH:20][CH2:21][C:22]2[C:31](=[O:32])[C:30]3[C:25](=[CH:26][C:27]([Cl:33])=[CH:28][CH:29]=3)[N:24]([C:34]3[CH:35]=[CH:36][CH:37]=[CH:38][CH:39]=3)[CH:23]=2)=[O:8])=[CH:4][N:3]=1. Given the reactants [Cl:1][C:2]1[CH:10]=[CH:9][C:5]([C:6]([OH:8])=O)=[CH:4][N:3]=1.C(N(CC)C(C)C)(C)C.[NH2:20][CH2:21][C:22]1[C:31](=[O:32])[C:30]2[C:25](=[CH:26][C:27]([Cl:33])=[CH:28][CH:29]=2)[N:24]([C:34]2[CH:39]=[CH:38][CH:37]=[CH:36][CH:35]=2)[CH:23]=1, predict the reaction product. (2) Given the reactants [NH:1]1[C:9]2[C:4](=[CH:5][CH:6]=[CH:7][CH:8]=2)[CH:3]=[CH:2]1.[Cl:10][C:11]1[CH:16]=[CH:15][CH:14]=[CH:13][C:12]=1I, predict the reaction product. The product is: [Cl:10][C:11]1[CH:16]=[CH:15][CH:14]=[CH:13][C:12]=1[N:1]1[C:9]2[C:4](=[CH:5][CH:6]=[CH:7][CH:8]=2)[CH:3]=[CH:2]1.